Dataset: Full USPTO retrosynthesis dataset with 1.9M reactions from patents (1976-2016). Task: Predict the reactants needed to synthesize the given product. (1) Given the product [Br:2][C:3]1[CH:4]=[C:5]2[C:6](=[CH:11][CH:12]=1)[C:7](=[O:8])[NH:1][CH2:13]2, predict the reactants needed to synthesize it. The reactants are: [NH3:1].[Br:2][C:3]1[CH:12]=[CH:11][C:6]([C:7](OC)=[O:8])=[C:5]([CH2:13]Br)[CH:4]=1.[OH-].[NH4+]. (2) Given the product [Cl:1][C:2]1[CH:12]=[CH:11][C:5]([O:6][CH2:7][CH:8]([OH:9])[CH2:10][N:23]2[CH2:24][CH2:25][CH2:26][CH:21]([CH2:20][O:19][C:18]3[CH:27]=[CH:28][C:15]([C:14]([F:13])([F:29])[F:30])=[CH:16][CH:17]=3)[CH2:22]2)=[CH:4][CH:3]=1, predict the reactants needed to synthesize it. The reactants are: [Cl:1][C:2]1[CH:12]=[CH:11][C:5]([O:6][CH2:7][CH:8]2[CH2:10][O:9]2)=[CH:4][CH:3]=1.[F:13][C:14]([F:30])([F:29])[C:15]1[CH:28]=[CH:27][C:18]([O:19][CH2:20][CH:21]2[CH2:26][CH2:25][CH2:24][NH:23][CH2:22]2)=[CH:17][CH:16]=1.